From a dataset of Forward reaction prediction with 1.9M reactions from USPTO patents (1976-2016). Predict the product of the given reaction. (1) Given the reactants [CH2:1]([N:8]1[C:20]2[C:19]3[CH:18]=[CH:17][CH:16]=[CH:15][C:14]=3[N:13]=[C:12](Cl)[C:11]=2[N:10]=[C:9]1[OH:22])[C:2]1[CH:7]=[CH:6][CH:5]=[CH:4][CH:3]=1.[NH3:23], predict the reaction product. The product is: [NH2:23][C:12]1[C:11]2[N:10]=[C:9]([OH:22])[N:8]([CH2:1][C:2]3[CH:7]=[CH:6][CH:5]=[CH:4][CH:3]=3)[C:20]=2[C:19]2[CH:18]=[CH:17][CH:16]=[CH:15][C:14]=2[N:13]=1. (2) Given the reactants Cl[C:2]1[CH:7]=[CH:6][N:5]2[CH:8]=[CH:9][N:10]=[C:4]2[CH:3]=1.[N:11]1[CH:16]=[CH:15][CH:14]=[CH:13][C:12]=1[C:17]1[C:18](B(O)O)=[C:19]2[CH2:24][CH2:23][CH2:22][N:20]2[N:21]=1.C(=O)(O)[O-].[Na+].C(Cl)Cl, predict the reaction product. The product is: [N:11]1[CH:16]=[CH:15][CH:14]=[CH:13][C:12]=1[C:17]1[C:18]([C:2]2[CH:7]=[CH:6][N:5]3[CH:8]=[CH:9][N:10]=[C:4]3[CH:3]=2)=[C:19]2[CH2:24][CH2:23][CH2:22][N:20]2[N:21]=1. (3) Given the reactants [CH2:1]([O:3][C:4](=[O:31])[C:5]([O:23][C:24]1[CH:29]=[CH:28][CH:27]=[CH:26][C:25]=1[F:30])([CH3:22])[CH:6]([C:8]1[CH:13]=[CH:12][C:11]([O:14][CH2:15][C:16]2[CH:21]=[CH:20][CH:19]=[CH:18][CH:17]=2)=[CH:10][CH:9]=1)O)[CH3:2].B(F)(F)F.CCOCC.C([SiH](CC)CC)C.C([O-])([O-])=O.[Na+].[Na+], predict the reaction product. The product is: [CH2:1]([O:3][C:4](=[O:31])[C:5]([O:23][C:24]1[CH:29]=[CH:28][CH:27]=[CH:26][C:25]=1[F:30])([CH3:22])[CH2:6][C:8]1[CH:9]=[CH:10][C:11]([O:14][CH2:15][C:16]2[CH:21]=[CH:20][CH:19]=[CH:18][CH:17]=2)=[CH:12][CH:13]=1)[CH3:2]. (4) Given the reactants ClC1[C:7]([C:8](F)(F)F)=[C:6](OC)[CH:5]=[CH:4]N=1.Cl.C([O:22][C:23]1[CH:28]=[CH:27][C:26]([C:29]2[N:34]([CH3:35])[C:33](=[O:36])[N:32]([CH2:37][O:38][CH2:39]C[Si](C)(C)C)[C:31](=[O:45])[C:30]=2[CH3:46])=[C:25](C)[CH:24]=1)C1C=CC=CC=1.[CH3:48]O, predict the reaction product. The product is: [CH2:39]([O:38][CH2:37][N:32]1[C:31](=[O:45])[C:30]([CH3:46])=[C:29]([C:26]2[CH:27]=[CH:28][C:23]([OH:22])=[CH:24][CH:25]=2)[N:34]([CH3:35])[C:33]1=[O:36])[C:4]1[CH:5]=[CH:6][CH:7]=[CH:8][CH:48]=1. (5) Given the reactants [Cl:1][C:2]1[CH:3]=[C:4]2[C:8](=[CH:9][CH:10]=1)[NH:7][CH:6]=[C:5]2[CH2:11][CH2:12][NH:13][C:14](=[O:22])[C:15]1[CH:20]=[CH:19][CH:18]=[C:17](I)[CH:16]=1.[C:23]([C:25]1[CH:26]=[C:27](B(O)O)[CH:28]=[CH:29][CH:30]=1)#[N:24].C(=O)([O-])[O-].[Na+].[Na+], predict the reaction product. The product is: [Cl:1][C:2]1[CH:3]=[C:4]2[C:8](=[CH:9][CH:10]=1)[NH:7][CH:6]=[C:5]2[CH2:11][CH2:12][NH:13][C:14]([C:15]1[CH:16]=[C:17]([C:29]2[CH:28]=[CH:27][CH:26]=[C:25]([C:23]#[N:24])[CH:30]=2)[CH:18]=[CH:19][CH:20]=1)=[O:22]. (6) Given the reactants [CH:1]1[C:10]2[C:5](=[CH:6][CH:7]=[CH:8][CH:9]=2)[CH:4]=[CH:3][C:2]=1[C:11]1[N:12]=[C:13]([C:16]([OH:18])=O)[S:14][CH:15]=1.S(Cl)([Cl:21])=O, predict the reaction product. The product is: [CH:1]1[C:10]2[C:5](=[CH:6][CH:7]=[CH:8][CH:9]=2)[CH:4]=[CH:3][C:2]=1[C:11]1[N:12]=[C:13]([C:16]([Cl:21])=[O:18])[S:14][CH:15]=1.